Dataset: Experimentally validated miRNA-target interactions with 360,000+ pairs, plus equal number of negative samples. Task: Binary Classification. Given a miRNA mature sequence and a target amino acid sequence, predict their likelihood of interaction. (1) The miRNA is hsa-miR-135b-5p with sequence UAUGGCUUUUCAUUCCUAUGUGA. The protein sequence of the target gene is MEFPGGNDNYLTITGPSHPFLSGAETFHTPSLGDEEFEIPPISLDSDPSLAVSDVVGHFDDLADPSSSQDGSFSAQYGVQTLDMPVGMTHGLMEQGGGLLSGGLTMDLDHSIGTQYSANPPVTIDVPMTDMTSGLMGHSQLTTIDQSELSSQLGLSLGGGTILPPAQSPEDRLSTTPSPTSSLHEDGVEDFRRQLPSQKTVVVEAGKKQKAPKKRKKKDPNEPQKPVSAYALFFRDTQAAIKGQNPNATFGEVSKIVASMWDSLGEEQKQVYKRKTEAAKKEYLKALAAYKDNQECQATV.... Result: 1 (interaction). (2) The miRNA is mmu-miR-669i with sequence UGCAUAUACACACAUGCAUAC. The protein sequence of the target gene is MEPPGPSTPTASAAARADHYTPGLRPLPKRRLLYSFALLLAVLQAVFVPVTANPAHNRPAGLQRPEESPSRGPCLAGQYLSEGNCKPCREGIDYTSHSNHSLDSCILCTVCKEDKVVETRCNITTNTVCRCKPGTFEDKDSPEICQSCSNCTDGEEELTSCTPRENRKCVSKTAWASWHKLGLWIGLLVPVVLLIGALLVWKTGAWRQWLLCIKRGCERDPESANSVHSSLLDRQTSSTTNDSNHNTEPGKTQKTGKKLLVPVNGNDSADDLKFIFEYCSDIVPFDSWNRLMRQLGLTDN.... Result: 1 (interaction).